Dataset: Catalyst prediction with 721,799 reactions and 888 catalyst types from USPTO. Task: Predict which catalyst facilitates the given reaction. (1) Reactant: [Cl:1][C:2]1[C:7](=[O:8])[NH:6][C:5]([C:9]([OH:11])=O)=[CH:4][CH:3]=1.[CH3:12][O:13][C:14]1[CH:24]=[CH:23][C:17]([CH2:18][NH:19][CH2:20][CH2:21]O)=[CH:16][CH:15]=1.C(=O)([O-])[O-].[Cs+].[Cs+].CN(C(ON1N=NC2C=CC=NC1=2)=[N+](C)C)C.F[P-](F)(F)(F)(F)F. Product: [Cl:1][C:2]1[C:7](=[O:8])[N:6]2[CH2:21][CH2:20][N:19]([CH2:18][C:17]3[CH:16]=[CH:15][C:14]([O:13][CH3:12])=[CH:24][CH:23]=3)[C:9](=[O:11])[C:5]2=[CH:4][CH:3]=1. The catalyst class is: 47. (2) The catalyst class is: 22. Product: [CH2:18]([O:17][C:15]1[CH:14]=[C:13]([C:25](=[O:27])[CH2:26][Br:1])[CH:12]=[C:11]([O:10][CH2:3][C:4]2[CH:5]=[CH:6][CH:7]=[CH:8][CH:9]=2)[CH:16]=1)[C:19]1[CH:20]=[CH:21][CH:22]=[CH:23][CH:24]=1. Reactant: [Br:1]Br.[CH2:3]([O:10][C:11]1[CH:12]=[C:13]([C:25](=[O:27])[CH3:26])[CH:14]=[C:15]([O:17][CH2:18][C:19]2[CH:24]=[CH:23][CH:22]=[CH:21][CH:20]=2)[CH:16]=1)[C:4]1[CH:9]=[CH:8][CH:7]=[CH:6][CH:5]=1.O.